Predict the reactants needed to synthesize the given product. From a dataset of Full USPTO retrosynthesis dataset with 1.9M reactions from patents (1976-2016). Given the product [CH3:15][O:16][C:17]1[CH:23]=[C:22]([O:24][CH3:25])[CH:21]=[CH:20][C:18]=1[NH:19][C:9](=[O:11])[C:8]1[CH:7]=[C:6]([CH:5]=[CH:4][C:3]=1[O:2][CH3:1])[C:12]([NH2:14])=[O:13], predict the reactants needed to synthesize it. The reactants are: [CH3:1][O:2][C:3]1[C:8]([C:9]([OH:11])=O)=[CH:7][C:6]([C:12]([NH2:14])=[O:13])=[CH:5][CH:4]=1.[CH3:15][O:16][C:17]1[CH:23]=[C:22]([O:24][CH3:25])[CH:21]=[CH:20][C:18]=1[NH2:19].